The task is: Predict the reaction yield, written as a fraction of the theoretical maximum amount of product (1.0 means a 100% yield; for example, 0.34 means a 34% yield).. This data is from Reaction yield outcomes from USPTO patents with 853,638 reactions. (1) The reactants are [N:1]1([C:7]2[O:8][C:9]3[C:14]([C:15](=[O:17])[CH:16]=2)=[CH:13][CH:12]=[CH:11][C:10]=3B2OC(C)(C)C(C)(C)O2)[CH2:6][CH2:5][O:4][CH2:3][CH2:2]1.[Br-].[C:28]1([C:35]2[CH:40]=[CH:39][CH:38]=[CH:37][CH:36]=2)[C:29]([NH2:34])=[CH:30][CH:31]=[CH:32][CH:33]=1.C([O-])([O-])=O.[K+].[K+].O1CCOCC1. The catalyst is C1C=CC([P]([Pd]([P](C2C=CC=CC=2)(C2C=CC=CC=2)C2C=CC=CC=2)([P](C2C=CC=CC=2)(C2C=CC=CC=2)C2C=CC=CC=2)[P](C2C=CC=CC=2)(C2C=CC=CC=2)C2C=CC=CC=2)(C2C=CC=CC=2)C2C=CC=CC=2)=CC=1.O. The product is [NH2:34][C:29]1[C:28]([C:35]2[CH:36]=[CH:37][CH:38]=[CH:39][CH:40]=2)=[CH:33][C:32]([C:10]2[CH:11]=[CH:12][CH:13]=[C:14]3[C:9]=2[O:8][C:7]([N:1]2[CH2:2][CH2:3][O:4][CH2:5][CH2:6]2)=[CH:16][C:15]3=[O:17])=[CH:31][CH:30]=1. The yield is 0.520. (2) The reactants are Cl.[CH3:2][S:3]([C:6]1[CH:11]=[CH:10][C:9]([N:12]2[CH:17]=[CH:16][C:15]([O:18][CH:19]3[CH2:24][CH2:23][NH:22][CH2:21][CH2:20]3)=[CH:14][C:13]2=[O:25])=[CH:8][CH:7]=1)(=[O:5])=[O:4].C(N(C(C)C)CC)(C)C.Cl[C:36]([O:38][C:39]1[CH:44]=[CH:43][C:42]([Br:45])=[CH:41][CH:40]=1)=[O:37]. The catalyst is C(Cl)Cl. The product is [CH3:2][S:3]([C:6]1[CH:11]=[CH:10][C:9]([N:12]2[CH:17]=[CH:16][C:15]([O:18][CH:19]3[CH2:24][CH2:23][N:22]([C:36]([O:38][C:39]4[CH:44]=[CH:43][C:42]([Br:45])=[CH:41][CH:40]=4)=[O:37])[CH2:21][CH2:20]3)=[CH:14][C:13]2=[O:25])=[CH:8][CH:7]=1)(=[O:4])=[O:5]. The yield is 0.730. (3) The reactants are [CH3:1][O:2][C:3]1[CH:4]=[CH:5][C:6]2[N:7]([N:9]=[C:10]([NH2:12])[N:11]=2)[CH:8]=1.[C:13](N1C=CC=CC1=O)(N1C=CC=CC1=O)=[S:14]. The catalyst is ClCCl. The product is [N:12]([C:10]1[N:11]=[C:6]2[CH:5]=[CH:4][C:3]([O:2][CH3:1])=[CH:8][N:7]2[N:9]=1)=[C:13]=[S:14]. The yield is 0.440. (4) The reactants are [OH:1][C:2]1[C:3]([C:18]([NH:20][CH2:21][C:22]([O:24]CC)=[O:23])=[O:19])=[C:4]2[C:9](=[CH:10][C:11]=1[C:12]1[N:17]=[CH:16][CH:15]=[CH:14][N:13]=1)[N:8]=[CH:7][CH:6]=[N:5]2.[OH-].[Na+]. The catalyst is C(O)C. The product is [OH:1][C:2]1[C:3]([C:18]([NH:20][CH2:21][C:22]([OH:24])=[O:23])=[O:19])=[C:4]2[C:9](=[CH:10][C:11]=1[C:12]1[N:17]=[CH:16][CH:15]=[CH:14][N:13]=1)[N:8]=[CH:7][CH:6]=[N:5]2. The yield is 0.667. (5) The reactants are [CH3:1][C:2]1[CH:16]=[CH:15][CH:14]=[C:13]([CH3:17])[C:3]=1[O:4][C:5]1[CH:11]=[CH:10][C:8]([NH2:9])=[CH:7][C:6]=1[CH3:12].[N:18]([C:21]([O:23][CH2:24][CH3:25])=[O:22])=[C:19]=S.[NH:26]1[CH:30]=[C:29]([C:31]([O:33][CH2:34][CH3:35])=[O:32])[CH:28]=[N:27]1.CC(C)N=C=NC(C)C. The catalyst is C(Cl)Cl. The product is [CH2:34]([O:33][C:31]([C:29]1[CH:30]=[N:26][N:27]([C:19]([NH:9][C:8]2[CH:10]=[CH:11][C:5]([O:4][C:3]3[C:2]([CH3:1])=[CH:16][CH:15]=[CH:14][C:13]=3[CH3:17])=[C:6]([CH3:12])[CH:7]=2)=[N:18][C:21]([O:23][CH2:24][CH3:25])=[O:22])[CH:28]=1)=[O:32])[CH3:35]. The yield is 0.600. (6) The reactants are [CH:1]1([CH2:4][NH:5][C:6]2[N:11]=[CH:10][N:9]=[C:8]([C:12]3[CH:26]=[CH:25][C:15]([CH2:16][NH:17]C(OC(C)(C)C)=O)=[CH:14][CH:13]=3)[CH:7]=2)[CH2:3][CH2:2]1.FC(F)(F)C(O)=O. The catalyst is C(Cl)Cl. The product is [CH:1]1([CH2:4][NH:5][C:6]2[N:11]=[CH:10][N:9]=[C:8]([C:12]3[CH:13]=[CH:14][C:15]([CH2:16][NH2:17])=[CH:25][CH:26]=3)[CH:7]=2)[CH2:3][CH2:2]1. The yield is 0.930. (7) The reactants are [Cl:1][C:2]1[CH:3]=[C:4]2[C:9](=[CH:10][CH:11]=1)[CH:8]([C:12]1[CH:16]=[C:15]([C:17]3[CH:22]=[CH:21][N:20]=[CH:19][CH:18]=3)[S:14][C:13]=1[C:23]1[NH:27][N:26]=[CH:25][CH:24]=1)[N:7]([C:28](OC(C)(C)C)=O)[CH2:6][CH2:5]2.[AlH4-].[Li+]. The catalyst is C1COCC1. The product is [Cl:1][C:2]1[CH:3]=[C:4]2[C:9](=[CH:10][CH:11]=1)[CH:8]([C:12]1[CH:16]=[C:15]([C:17]3[CH:18]=[CH:19][N:20]=[CH:21][CH:22]=3)[S:14][C:13]=1[C:23]1[NH:27][N:26]=[CH:25][CH:24]=1)[N:7]([CH3:28])[CH2:6][CH2:5]2. The yield is 0.150. (8) The reactants are [OH:1][C:2]([CH3:8])([CH3:7])[CH2:3][C:4]([OH:6])=O.Cl.[NH2:10][C:11]1[N:12]=[C:13]2[CH:18]=[CH:17][C:16]([O:19][C:20]3[CH:21]=[CH:22][C:23]([CH3:36])=[C:24]([NH:26][C:27]([C:29]4[N:33]([CH3:34])[N:32]=[C:31]([CH3:35])[CH:30]=4)=[O:28])[CH:25]=3)=[N:15][N:14]2[CH:37]=1.F[P-](F)(F)(F)(F)F.N1(OC(N(C)C)=[N+](C)C)C2N=CC=CC=2N=N1.C(N(CC)C(C)C)(C)C. The catalyst is CN(C)C=O. The product is [OH:1][C:2]([CH3:8])([CH3:7])[CH2:3][C:4]([NH:10][C:11]1[N:12]=[C:13]2[CH:18]=[CH:17][C:16]([O:19][C:20]3[CH:21]=[CH:22][C:23]([CH3:36])=[C:24]([NH:26][C:27]([C:29]4[N:33]([CH3:34])[N:32]=[C:31]([CH3:35])[CH:30]=4)=[O:28])[CH:25]=3)=[N:15][N:14]2[CH:37]=1)=[O:6]. The yield is 0.660.